This data is from Forward reaction prediction with 1.9M reactions from USPTO patents (1976-2016). The task is: Predict the product of the given reaction. (1) Given the reactants [CH3:1][NH:2][C:3]1[CH:8]=[CH:7][CH:6]=[CH:5][CH:4]=1.[OH-].[K+].Br[CH2:12][CH:13]=[CH2:14], predict the reaction product. The product is: [CH2:12]([N:2]([CH3:1])[C:3]1[CH:8]=[CH:7][CH:6]=[CH:5][CH:4]=1)[CH:13]=[CH2:14]. (2) Given the reactants [C:1]1([CH2:7][C:8]([C:10]2[CH:15]=[CH:14][C:13]([C:16]34[CH2:22][CH:20]([CH2:21]3)[O:19][C:18](=[O:23])[NH:17]4)=[CH:12][CH:11]=2)=[O:9])[CH:6]=[CH:5][CH:4]=[CH:3][CH:2]=1.[BrH:24].[NH+]1C=CC=CC=1, predict the reaction product. The product is: [Br:24][CH:7]([C:1]1[CH:6]=[CH:5][CH:4]=[CH:3][CH:2]=1)[C:8]([C:10]1[CH:15]=[CH:14][C:13]([C:16]23[CH2:21][CH:20]([CH2:22]2)[O:19][C:18](=[O:23])[NH:17]3)=[CH:12][CH:11]=1)=[O:9]. (3) Given the reactants [CH3:1][C:2]1([C:18]2[CH:23]=[CH:22][CH:21]=[CH:20][N:19]=2)[NH:6][C:5](=[O:7])[N:4]([CH2:8][C:9](=[O:16])[C:10]2[CH:15]=[CH:14][CH:13]=[CH:12][CH:11]=2)[C:3]1=[O:17].[CH3:24]I, predict the reaction product. The product is: [CH3:24][N:6]1[C:2]([CH3:1])([C:18]2[CH:23]=[CH:22][CH:21]=[CH:20][N:19]=2)[C:3](=[O:17])[N:4]([CH2:8][C:9](=[O:16])[C:10]2[CH:15]=[CH:14][CH:13]=[CH:12][CH:11]=2)[C:5]1=[O:7]. (4) Given the reactants [CH3:1][O:2][C:3]1[CH:8]=[C:7]([C:9]([NH2:11])=O)[N:6]=[C:5]([C:12]([NH2:14])=O)[CH:4]=1.FC(F)(F)C(OC(=O)C(F)(F)F)=O.N1C=CC=CC=1, predict the reaction product. The product is: [C:9]([C:7]1[CH:8]=[C:3]([O:2][CH3:1])[CH:4]=[C:5]([C:12]#[N:14])[N:6]=1)#[N:11]. (5) The product is: [N:14]1[CH:15]=[CH:16][CH:17]=[C:12]([O:11][C@H:8]2[CH2:9][CH2:10][C@H:5]([C:3]([NH:19][NH2:20])=[O:2])[CH2:6][CH2:7]2)[CH:13]=1. Given the reactants C[O:2][C:3]([C@H:5]1[CH2:10][CH2:9][C@H:8]([O:11][C:12]2[CH:13]=[N:14][CH:15]=[CH:16][CH:17]=2)[CH2:7][CH2:6]1)=O.O.[NH2:19][NH2:20], predict the reaction product. (6) Given the reactants [Br:1][C:2]1[C:10]2[O:9][CH:8]([CH2:11][OH:12])[CH2:7][C:6]=2[CH:5]=[C:4]([C:13]([F:16])([F:15])[F:14])[CH:3]=1.[C:17]1([CH3:27])[CH:22]=[CH:21][C:20]([S:23](Cl)(=[O:25])=[O:24])=[CH:19][CH:18]=1.CC1C=CC(S(OCC2CC3C(C(F)(F)F)=CC=C(Cl)C=3O2)(=O)=O)=CC=1, predict the reaction product. The product is: [CH3:27][C:17]1[CH:22]=[CH:21][C:20]([S:23]([O:12][CH2:11][CH:8]2[CH2:7][C:6]3[CH:5]=[C:4]([C:13]([F:16])([F:14])[F:15])[CH:3]=[C:2]([Br:1])[C:10]=3[O:9]2)(=[O:25])=[O:24])=[CH:19][CH:18]=1. (7) Given the reactants C([O:5][C:6](=[O:30])[CH2:7][O:8][C:9]1[CH:14]=[CH:13][C:12](Br)=[CH:11][C:10]=1[C:16]#[C:17][C:18]1[CH:23]=[CH:22][CH:21]=[C:20]([S:24]([CH2:27][CH2:28][CH3:29])(=[O:26])=[O:25])[CH:19]=1)(C)(C)C.[S:31]1[CH:35]=[CH:34][C:33](B(O)O)=[CH:32]1.[F-].[Cs+], predict the reaction product. The product is: [CH2:27]([S:24]([C:20]1[CH:19]=[C:18]([C:17]#[C:16][C:10]2[CH:11]=[C:12]([C:33]3[CH:34]=[CH:35][S:31][CH:32]=3)[CH:13]=[CH:14][C:9]=2[O:8][CH2:7][C:6]([OH:5])=[O:30])[CH:23]=[CH:22][CH:21]=1)(=[O:25])=[O:26])[CH2:28][CH3:29].